Predict the product of the given reaction. From a dataset of Forward reaction prediction with 1.9M reactions from USPTO patents (1976-2016). (1) Given the reactants C(=O)([O-])O.[Na+].Cl.[NH2:7][OH:8].[F:9][C:10]([F:28])([F:27])[C:11]1[CH:16]=[C:15]([O:17][CH3:18])[CH:14]=[CH:13][C:12]=1[C:19]1[CH:24]=[CH:23][N:22]=[C:21]([C:25]#[N:26])[CH:20]=1, predict the reaction product. The product is: [F:28][C:10]([F:9])([F:27])[C:11]1[CH:16]=[C:15]([O:17][CH3:18])[CH:14]=[CH:13][C:12]=1[C:19]1[CH:24]=[CH:23][N:22]=[C:21]([C:25](=[N:7][OH:8])[NH2:26])[CH:20]=1. (2) Given the reactants [CH:1]1([N:7]2[CH2:11][CH2:10][CH:9]([CH2:12][C:13]3[CH:22]=[CH:21][CH:20]=[CH:19][C:14]=3[C:15](OC)=[O:16])[C:8]2=[O:23])[CH2:6][CH2:5][CH2:4][CH2:3][CH2:2]1.[CH3:24][Li].[Cl-].[NH4+], predict the reaction product. The product is: [C:15]([C:14]1[CH:19]=[CH:20][CH:21]=[CH:22][C:13]=1[CH2:12][CH:9]1[CH2:10][CH2:11][N:7]([CH:1]2[CH2:6][CH2:5][CH2:4][CH2:3][CH2:2]2)[C:8]1=[O:23])(=[O:16])[CH3:24]. (3) Given the reactants C([O:9][CH2:10][C@@:11]1([CH3:20])[CH2:17][CH2:16][CH2:15][C:14]([F:19])([F:18])[CH2:13][O:12]1)(=O)C1C=CC=CC=1.[OH-].[Na+], predict the reaction product. The product is: [F:19][C:14]1([F:18])[CH2:13][O:12][C@:11]([CH2:10][OH:9])([CH3:20])[CH2:17][CH2:16][CH2:15]1. (4) Given the reactants [OH:1][C:2]1[CH:7]=[CH:6][C:5]([CH2:8][C:9]([O:11][CH3:12])=[O:10])=[CH:4][CH:3]=1.C(=O)([O-])[O-].[Cs+].[Cs+].[Cl:19][C:20]1[CH:25]=[CH:24][CH:23]=[CH:22][C:21]=1[C@H:26]([O:28][C:29](=[O:45])[NH:30][C:31]1[C:32]([CH3:44])=[N:33][O:34][C:35]=1[C:36]1[CH:41]=[CH:40][C:39]([CH2:42]Cl)=[CH:38][CH:37]=1)[CH3:27], predict the reaction product. The product is: [CH3:12][O:11][C:9](=[O:10])[CH2:8][C:5]1[CH:4]=[CH:3][C:2]([O:1][CH2:42][C:39]2[CH:38]=[CH:37][C:36]([C:35]3[O:34][N:33]=[C:32]([CH3:44])[C:31]=3[NH:30][C:29]([O:28][C@@H:26]([C:21]3[CH:22]=[CH:23][CH:24]=[CH:25][C:20]=3[Cl:19])[CH3:27])=[O:45])=[CH:41][CH:40]=2)=[CH:7][CH:6]=1. (5) The product is: [CH3:22][O:21][C:18]1[CH:19]=[C:20]2[C:15](=[CH:16][CH:17]=1)[N:14]=[CH:13][N:12]=[CH:11]2. Given the reactants N1C2C(=CC(O[C:11]3[C:20]4[C:15](=[CH:16][C:17](OC[C@@H]5CO5)=[C:18]([O:21][CH3:22])[CH:19]=4)[N:14]=[CH:13][N:12]=3)=CC=2)C=C1.C(N)(C)C, predict the reaction product. (6) Given the reactants Cl.[CH3:2][O:3][C:4](=[O:18])[C@H:5]([CH2:7][C:8]1[C:16]2[C:11](=[CH:12][CH:13]=[C:14]([F:17])[CH:15]=2)[NH:10][CH:9]=1)[NH2:6].N, predict the reaction product. The product is: [CH3:2][O:3][C:4](=[O:18])[C@H:5]([CH2:7][C:8]1[C:16]2[C:11](=[CH:12][CH:13]=[C:14]([F:17])[CH:15]=2)[NH:10][CH:9]=1)[NH2:6]. (7) Given the reactants [CH3:1][O:2][C:3]1[CH:10]=[CH:9][C:6]([CH2:7][NH2:8])=[CH:5][CH:4]=1.[O-:11][C:12]#[N:13].[Na+], predict the reaction product. The product is: [CH:6]([C:5]1[NH:13][C:12](=[O:11])[N:8]([CH2:7][C:6]2[CH:9]=[CH:10][C:3]([O:2][CH3:1])=[CH:4][CH:5]=2)[CH:4]=1)([CH3:9])[CH3:7]. (8) Given the reactants P(Cl)(Cl)([Cl:3])=O.CN(C)[CH:8]=[O:9].C[C:12]1[CH:21]=[C:20](C)[CH:19]=[C:18]2[C:13]=1[CH2:14][CH2:15][CH2:16][C:17]2=O.O, predict the reaction product. The product is: [Cl:3][C:17]1[C:18]2[C:13](=[CH:12][CH:21]=[CH:20][CH:19]=2)[CH2:14][CH2:15][C:16]=1[CH:8]=[O:9]. (9) Given the reactants [Cl:1][C:2]1[CH:7]=[CH:6][C:5]([CH:8](O)[C:9]2[S:13][C:12]([C:14]#[N:15])=[CH:11][C:10]=2[I:16])=[CH:4][CH:3]=1.C(O)(C(F)(F)F)=O.C([SiH](CC)CC)C, predict the reaction product. The product is: [Cl:1][C:2]1[CH:7]=[CH:6][C:5]([CH2:8][C:9]2[S:13][C:12]([C:14]#[N:15])=[CH:11][C:10]=2[I:16])=[CH:4][CH:3]=1.